This data is from Forward reaction prediction with 1.9M reactions from USPTO patents (1976-2016). The task is: Predict the product of the given reaction. (1) The product is: [CH3:1][O:2][C:3]1[CH:18]=[CH:17][CH:16]=[CH:15][C:4]=1[C:5](=[N:20][NH2:21])[C:7]1[CH:12]=[CH:11][CH:10]=[CH:9][C:8]=1[O:13][CH3:14]. Given the reactants [CH3:1][O:2][C:3]1[CH:18]=[CH:17][CH:16]=[CH:15][C:4]=1[C:5]([C:7]1[CH:12]=[CH:11][CH:10]=[CH:9][C:8]=1[O:13][CH3:14])=O.O.[NH2:20][NH2:21].O, predict the reaction product. (2) Given the reactants [NH2:1][C:2]1[C:7]([C:8]([O:10][CH2:11][CH3:12])=[O:9])=[C:6]([CH3:13])[N:5]=[C:4]2[S:14][C:15](Br)=[C:16]([C:17]3[CH:22]=[CH:21][CH:20]=[C:19]([O:23][CH3:24])[CH:18]=3)[C:3]=12.[C:26](=[O:33])([O:28][C:29]([CH3:32])([CH3:31])[CH3:30])[NH2:27].C([O-])([O-])=O.[Cs+].[Cs+], predict the reaction product. The product is: [NH2:1][C:2]1[C:7]([C:8]([O:10][CH2:11][CH3:12])=[O:9])=[C:6]([CH3:13])[N:5]=[C:4]2[S:14][C:15]([NH:27][C:26]([O:28][C:29]([CH3:32])([CH3:31])[CH3:30])=[O:33])=[C:16]([C:17]3[CH:22]=[CH:21][CH:20]=[C:19]([O:23][CH3:24])[CH:18]=3)[C:3]=12. (3) The product is: [C:42]([N:26]([CH2:27][C:28]1[CH:33]=[C:32]([C:34]([F:35])([F:36])[F:37])[CH:31]=[C:30]([C:38]([F:39])([F:40])[F:41])[CH:29]=1)[CH:22]1[CH2:23][CH2:24][CH2:25][N:19]([C:17]([O:16][CH:13]([CH3:15])[CH3:14])=[O:18])[C:20]2[C:48]([Cl:12])=[CH:47][CH:46]=[CH:45][C:21]1=2)(=[O:44])[CH3:43]. Given the reactants NC1C([Cl:12])=CC=CC=1C(OC)=O.[CH:13]([O:16][C:17]([N:19]1[CH2:25][CH2:24][CH2:23][CH:22]([N:26]([C:42](=[O:44])[CH3:43])[CH2:27][C:28]2[CH:33]=[C:32]([C:34]([F:37])([F:36])[F:35])[CH:31]=[C:30]([C:38]([F:41])([F:40])[F:39])[CH:29]=2)[C:21]2[CH:45]=[CH:46][CH:47]=[CH:48][C:20]1=2)=[O:18])([CH3:15])[CH3:14], predict the reaction product.